Dataset: Forward reaction prediction with 1.9M reactions from USPTO patents (1976-2016). Task: Predict the product of the given reaction. (1) Given the reactants F[C:2]1[CH:7]=[CH:6][C:5]([NH:8][C:9](=[O:34])[NH:10][C:11]2[CH:16]=[CH:15][C:14]([C:17]3[CH:25]=[C:24]4[C:20]([CH2:21][N:22]([C@@H:27]([CH:31]([CH3:33])[CH3:32])[C:28]([OH:30])=[O:29])[C:23]4=[O:26])=[CH:19][CH:18]=3)=[CH:13][CH:12]=2)=[CH:4][CH:3]=1.C1(NC(=O)NC2C=CC(C3C=C4C(CN([C@@H](C(C)C)C(OC)=O)C4=O)=CC=3)=CC=2)CCCCC1, predict the reaction product. The product is: [CH:5]1([NH:8][C:9](=[O:34])[NH:10][C:11]2[CH:16]=[CH:15][C:14]([C:17]3[CH:25]=[C:24]4[C:20]([CH2:21][N:22]([C@@H:27]([CH:31]([CH3:32])[CH3:33])[C:28]([OH:30])=[O:29])[C:23]4=[O:26])=[CH:19][CH:18]=3)=[CH:13][CH:12]=2)[CH2:6][CH2:7][CH2:2][CH2:3][CH2:4]1. (2) Given the reactants [C:1]1([C:11]2[CH2:15][CH2:14][CH:13]([OH:16])[CH:12]=2)[C:10]2[C:5](=[CH:6][CH:7]=[CH:8][CH:9]=2)[CH:4]=[CH:3][CH:2]=1.[CH2:17]([Zn]CC)C.ICI, predict the reaction product. The product is: [C:1]1([C:11]23[CH2:17][CH:12]2[CH:13]([OH:16])[CH2:14][CH2:15]3)[C:10]2[C:5](=[CH:6][CH:7]=[CH:8][CH:9]=2)[CH:4]=[CH:3][CH:2]=1.